From a dataset of Full USPTO retrosynthesis dataset with 1.9M reactions from patents (1976-2016). Predict the reactants needed to synthesize the given product. (1) The reactants are: [NH2:1][C:2]1[C:11]2[N:12]=[C:13]([CH2:35][O:36][CH2:37][CH3:38])[N:14]([CH2:15][C:16]([NH:19][C:20](=[O:34])[CH2:21][CH2:22][C:23]([NH:25][NH:26]C(OC(C)(C)C)=O)=[O:24])([CH3:18])[CH3:17])[C:10]=2[C:9]2[CH:8]=[CH:7][CH:6]=[CH:5][C:4]=2[N:3]=1.FC(F)(F)C(O)=O. Given the product [NH2:1][C:2]1[C:11]2[N:12]=[C:13]([CH2:35][O:36][CH2:37][CH3:38])[N:14]([CH2:15][C:16]([NH:19][C:20](=[O:34])[CH2:21][CH2:22][C:23]([NH:25][NH2:26])=[O:24])([CH3:18])[CH3:17])[C:10]=2[C:9]2[CH:8]=[CH:7][CH:6]=[CH:5][C:4]=2[N:3]=1, predict the reactants needed to synthesize it. (2) Given the product [F:1][C:2]1[CH:7]=[CH:6][C:5]([OH:8])=[CH:4][C:3]=1[CH:10]([CH2:13][C:14]1[CH:15]=[CH:16][CH:17]=[CH:18][CH:19]=1)[C:11]#[N:12], predict the reactants needed to synthesize it. The reactants are: [F:1][C:2]1[CH:7]=[CH:6][C:5]([O:8]C)=[CH:4][C:3]=1[CH:10]([CH2:13][C:14]1[CH:19]=[CH:18][CH:17]=[CH:16][CH:15]=1)[C:11]#[N:12].B(Br)(Br)Br. (3) Given the product [Cl:1][C:2]1[CH:3]=[C:4]([CH:8]=[CH:9][C:10]=1[Cl:11])[CH2:5][N:6]([CH3:7])[C:12](=[O:14])[CH3:13], predict the reactants needed to synthesize it. The reactants are: [Cl:1][C:2]1[CH:3]=[C:4]([CH:8]=[CH:9][C:10]=1[Cl:11])[CH2:5][NH:6][CH3:7].[C:12](Cl)(=[O:14])[CH3:13].